Dataset: Catalyst prediction with 721,799 reactions and 888 catalyst types from USPTO. Task: Predict which catalyst facilitates the given reaction. (1) Reactant: [CH:1]1[C:6](=[O:7])[C:5]([OH:8])=[CH:4]O[C:2]=1[CH2:9][OH:10].[NH2:11][C:12]1[CH:17]=[CH:16][CH:15]=[CH:14][CH:13]=1. Product: [OH:8][C:5]1[C:6](=[O:7])[CH:1]=[C:2]([CH2:9][OH:10])[N:11]([C:12]2[CH:17]=[CH:16][CH:15]=[CH:14][CH:13]=2)[CH:4]=1. The catalyst class is: 33. (2) Reactant: [N:1]1([CH2:6][CH2:7][CH2:8][O:9][C:10]2[CH:15]=[CH:14][C:13]([C:16]3([CH:22]=[O:23])[CH2:21][CH2:20][O:19][CH2:18][CH2:17]3)=[CH:12][CH:11]=2)[CH2:5][CH2:4][CH2:3][CH2:2]1.[CH3:24][C:25]1[CH:30]=[CH:29][C:28]([S:31]([CH2:34][N+:35]#[C-:36])(=[O:33])=[O:32])=[CH:27][CH:26]=1.[C-]#N.[Na+]. Product: [N:1]1([CH2:6][CH2:7][CH2:8][O:9][C:10]2[CH:15]=[CH:14][C:13]([C:16]3([CH:22]4[O:23][CH:36]=[N:35][CH:34]4[S:31]([C:28]4[CH:29]=[CH:30][C:25]([CH3:24])=[CH:26][CH:27]=4)(=[O:33])=[O:32])[CH2:17][CH2:18][O:19][CH2:20][CH2:21]3)=[CH:12][CH:11]=2)[CH2:5][CH2:4][CH2:3][CH2:2]1. The catalyst class is: 14. (3) Reactant: [Br:1][C:2]1[CH:3]=[C:4]([CH:9]=[CH:10][C:11]=1F)[C:5]([O:7]C)=[O:6].[Cl:13][C:14]1[CH:15]=[C:16]([OH:21])[CH:17]=[CH:18][C:19]=1[Cl:20].C(=O)([O-])[O-].[Cs+].[Cs+].[OH-].[Na+]. Product: [Br:1][C:2]1[CH:3]=[C:4]([CH:9]=[CH:10][C:11]=1[O:21][C:16]1[CH:17]=[CH:18][C:19]([Cl:20])=[C:14]([Cl:13])[CH:15]=1)[C:5]([OH:7])=[O:6]. The catalyst class is: 16. (4) Reactant: S(=O)(=O)(O)O.[F:6][C:7]1[CH:8]=[CH:9][C:10]([N+:16]([O-:18])=[O:17])=[C:11]([CH:15]=1)[C:12]([OH:14])=[O:13].[C:19](=O)([O-])O.[Na+]. Product: [F:6][C:7]1[CH:8]=[CH:9][C:10]([N+:16]([O-:18])=[O:17])=[C:11]([CH:15]=1)[C:12]([O:14][CH3:19])=[O:13]. The catalyst class is: 5. (5) Reactant: [F:1][CH:2]([CH2:14][CH2:15][C:16]1[S:17][C:18]([NH:21][C:22](=[O:30])[CH2:23][C:24]2[CH:29]=[CH:28][CH:27]=[CH:26][N:25]=2)=[N:19][N:20]=1)[CH2:3][N:4]1[CH:8]=[C:7]([C:9]([O:11]CC)=[O:10])[N:6]=[N:5]1.[Li+].[OH-]. Product: [F:1][CH:2]([CH2:14][CH2:15][C:16]1[S:17][C:18]([NH:21][C:22](=[O:30])[CH2:23][C:24]2[CH:29]=[CH:28][CH:27]=[CH:26][N:25]=2)=[N:19][N:20]=1)[CH2:3][N:4]1[CH:8]=[C:7]([C:9]([OH:11])=[O:10])[N:6]=[N:5]1. The catalyst class is: 20. (6) Reactant: [C:1]([C:3]1[C:4]([O:14][CH2:15][CH2:16][CH2:17][C:18]2[C:19]([CH:33]([CH3:35])[CH3:34])=[N:20][N:21]([C:23]3[CH:28]=[CH:27][C:26]([C:29]([F:32])([F:31])[F:30])=[CH:25][N:24]=3)[CH:22]=2)=[C:5]([CH2:9][C:10]([O:12]C)=[O:11])[CH:6]=[CH:7][CH:8]=1)#[N:2].[OH-].[Na+].O1CCCC1.Cl. Product: [C:1]([C:3]1[C:4]([O:14][CH2:15][CH2:16][CH2:17][C:18]2[C:19]([CH:33]([CH3:35])[CH3:34])=[N:20][N:21]([C:23]3[CH:28]=[CH:27][C:26]([C:29]([F:30])([F:31])[F:32])=[CH:25][N:24]=3)[CH:22]=2)=[C:5]([CH2:9][C:10]([OH:12])=[O:11])[CH:6]=[CH:7][CH:8]=1)#[N:2]. The catalyst class is: 5. (7) Reactant: [CH3:1][CH2:2][CH2:3][CH2:4][CH2:5][N:6]([CH2:8][CH2:9][C:10]([P:16]([OH:19])([OH:18])=[O:17])([P:12]([OH:15])([OH:14])=[O:13])[OH:11])[CH3:7].C(=O)([O-])O.[Na+:24]. Product: [CH3:1][CH2:2][CH2:3][CH2:4][CH2:5][N:6]([CH2:8][CH2:9][C:10]([P:16]([O-:19])([OH:18])=[O:17])([P:12]([OH:15])([OH:14])=[O:13])[OH:11])[CH3:7].[Na+:24]. The catalyst class is: 259.